Dataset: Full USPTO retrosynthesis dataset with 1.9M reactions from patents (1976-2016). Task: Predict the reactants needed to synthesize the given product. (1) Given the product [CH3:5][CH:4]([S:6]([C:9]1[CH:10]=[C:11]2[C:16](=[CH:17][CH:18]=1)[N:15]=[C:14]([C:19]1[CH:24]=[CH:23][CH:22]=[C:21]([C:25]([F:28])([F:27])[F:26])[CH:20]=1)[C:13]([CH2:29][N:30]1[CH2:35][CH2:34][C:33](=[O:36])[CH:32]([CH3:37])[CH2:31]1)=[C:12]2[C:38]([OH:40])=[O:39])(=[O:7])=[O:8])[CH3:3], predict the reactants needed to synthesize it. The reactants are: [OH-].[Na+].[CH3:3][CH:4]([S:6]([C:9]1[CH:10]=[C:11]2[C:16](=[CH:17][CH:18]=1)[N:15]=[C:14]([C:19]1[CH:24]=[CH:23][CH:22]=[C:21]([C:25]([F:28])([F:27])[F:26])[CH:20]=1)[C:13]([CH2:29][N:30]1[CH2:35][CH2:34][C:33](=[O:36])[CH:32]([CH3:37])[CH2:31]1)=[C:12]2[C:38]([O:40]C)=[O:39])(=[O:8])=[O:7])[CH3:5]. (2) The reactants are: [F:1][C:2]([F:21])([F:20])[C:3]1[CH:4]=[C:5]([CH2:9][C:10]([C:12]2[CH:19]=[CH:18][C:15]([CH:16]=O)=[CH:14][CH:13]=2)=[O:11])[CH:6]=[CH:7][CH:8]=1.[NH:22]1[CH2:25][CH:24]([C:26]([OH:28])=[O:27])[CH2:23]1.CC(O)=O.[BH3-]C#N.[Na+]. Given the product [F:1][C:2]([F:21])([F:20])[C:3]1[CH:4]=[C:5]([CH2:9][C:10]([C:12]2[CH:19]=[CH:18][C:15]([CH2:16][N:22]3[CH2:25][CH:24]([C:26]([OH:28])=[O:27])[CH2:23]3)=[CH:14][CH:13]=2)=[O:11])[CH:6]=[CH:7][CH:8]=1, predict the reactants needed to synthesize it. (3) Given the product [CH3:10][O:11][C:12]1[C:17]([CH3:18])=[CH:16][C:15]([N+:6]([O-:9])=[O:7])=[CH:14][N:13]=1, predict the reactants needed to synthesize it. The reactants are: S(=O)(=O)(O)O.[N+:6]([O-:9])(O)=[O:7].[CH3:10][O:11][C:12]1[C:17]([CH3:18])=[CH:16][CH:15]=[CH:14][N:13]=1.N. (4) Given the product [OH:13][C:7]([C:5]1[CH:4]=[N:3][N:2]([CH3:1])[CH:6]=1)([CH3:14])[C:8]([O:10][CH2:11][CH3:12])=[O:9], predict the reactants needed to synthesize it. The reactants are: [CH3:1][N:2]1[CH:6]=[C:5]([C:7](=[O:13])[C:8]([O:10][CH2:11][CH3:12])=[O:9])[CH:4]=[N:3]1.[CH3:14][Mg]Br.C(OCC)C.[Cl-].[NH4+].